From a dataset of Reaction yield outcomes from USPTO patents with 853,638 reactions. Predict the reaction yield, written as a fraction of the theoretical maximum amount of product (1.0 means a 100% yield; for example, 0.34 means a 34% yield). (1) The yield is 0.823. The reactants are CS(C)=O.C(Cl)(=O)C(Cl)=O.[OH:11][CH:12]1[C:16]2[N:17]=[CH:18][N:19]=[C:20]([N:21]3[CH2:26][CH2:25][N:24]([C:27]([O:29][C:30]([CH3:33])([CH3:32])[CH3:31])=[O:28])[CH2:23][CH2:22]3)[C:15]=2[C@H:14]([CH3:34])[CH2:13]1.C(N(CC)CC)C. The catalyst is C(Cl)Cl.CCOC(C)=O.O. The product is [CH3:34][C@H:14]1[C:15]2[C:20]([N:21]3[CH2:26][CH2:25][N:24]([C:27]([O:29][C:30]([CH3:33])([CH3:32])[CH3:31])=[O:28])[CH2:23][CH2:22]3)=[N:19][CH:18]=[N:17][C:16]=2[C:12](=[O:11])[CH2:13]1. (2) The reactants are [NH2:1][C:2]1[N:7]2[N:8]=[C:9]([C:11]3[O:12][CH:13]=[CH:14][CH:15]=3)[N:10]=[C:6]2[CH:5]=[C:4]([C:16]([OH:18])=O)[N:3]=1.[C:19]([NH:22][CH2:23][CH2:24][NH2:25])(=[O:21])[CH3:20].Cl.C(N=C=NCCCN(C)C)C.ON1C2C=CC=CC=2N=N1.C1C=CC(CNC(CN2C3C(=CC=CC=3)C(C=O)=C2)=O)=CC=1. The catalyst is CN(C=O)C.C(Cl)(Cl)Cl. The product is [C:19]([NH:22][CH2:23][CH2:24][NH:25][C:16]([C:4]1[N:3]=[C:2]([NH2:1])[N:7]2[N:8]=[C:9]([C:11]3[O:12][CH:13]=[CH:14][CH:15]=3)[N:10]=[C:6]2[CH:5]=1)=[O:18])(=[O:21])[CH3:20]. The yield is 0.480.